This data is from Reaction yield outcomes from USPTO patents with 853,638 reactions. The task is: Predict the reaction yield, written as a fraction of the theoretical maximum amount of product (1.0 means a 100% yield; for example, 0.34 means a 34% yield). The reactants are [C:1]([OH:5])(=[O:4])[CH2:2][OH:3].O1[B:11]([C@@H:12]([NH:17][C:18](=[O:31])[CH2:19][NH:20][C:21](=[O:30])[C:22]2[CH:27]=[C:26]([Cl:28])[CH:25]=[CH:24][C:23]=2[Cl:29])[CH2:13][CH:14]([CH3:16])[CH3:15])O[B:11]([C@@H:12]([NH:17][C:18](=[O:31])[CH2:19][NH:20][C:21](=[O:30])[C:22]2[CH:27]=[C:26]([Cl:28])[CH:25]=[CH:24][C:23]=2[Cl:29])[CH2:13][CH:14]([CH3:16])[CH3:15])O[B:11]1[C@@H:12]([NH:17][C:18](=[O:31])[CH2:19][NH:20][C:21](=[O:30])[C:22]1[CH:27]=[C:26]([Cl:28])[CH:25]=[CH:24][C:23]=1[Cl:29])[CH2:13][CH:14]([CH3:16])[CH3:15]. The catalyst is CCOC(C)=O. The product is [Cl:29][C:23]1[CH:24]=[CH:25][C:26]([Cl:28])=[CH:27][C:22]=1[C:21]([NH:20][CH2:19][C:18]([NH:17][C@H:12]([B:11]1[O:4][C:1](=[O:5])[CH2:2][O:3]1)[CH2:13][CH:14]([CH3:16])[CH3:15])=[O:31])=[O:30]. The yield is 0.950.